Dataset: Reaction yield outcomes from USPTO patents with 853,638 reactions. Task: Predict the reaction yield, written as a fraction of the theoretical maximum amount of product (1.0 means a 100% yield; for example, 0.34 means a 34% yield). (1) The reactants are [H-].[Na+].[N:3]1([CH2:8][CH2:9][CH2:10][CH2:11][C:12]2[CH:17]=[CH:16][C:15]([OH:18])=[CH:14][CH:13]=2)[CH:7]=[CH:6][N:5]=[N:4]1.Cl[CH2:20][C:21]1[C:22]([CH3:37])=[N:23][C:24]([C:27]2[CH:32]=[CH:31][CH:30]=[C:29]([C:33]([F:36])([F:35])[F:34])[CH:28]=2)=[CH:25][CH:26]=1.O. The catalyst is CN(C)C=O. The product is [CH3:37][C:22]1[C:21]([CH2:20][O:18][C:15]2[CH:14]=[CH:13][C:12]([CH2:11][CH2:10][CH2:9][CH2:8][N:3]3[CH:7]=[CH:6][N:5]=[N:4]3)=[CH:17][CH:16]=2)=[CH:26][CH:25]=[C:24]([C:27]2[CH:32]=[CH:31][CH:30]=[C:29]([C:33]([F:35])([F:36])[F:34])[CH:28]=2)[N:23]=1. The yield is 0.880. (2) The reactants are CC1C=CC(S(O[CH2:12][CH2:13][CH2:14][C:15]2[C:23]3[C:18](=[CH:19][CH:20]=[C:21]([C:24]#[N:25])[CH:22]=3)[NH:17][CH:16]=2)(=O)=O)=CC=1.[F:26][C:27]1[CH:28]=[N:29][C:30]([N:33]2[CH2:38][CH2:37][NH:36][CH2:35][CH2:34]2)=[N:31][CH:32]=1.C(=O)([O-])[O-].[K+].[K+].[I-].[K+]. The catalyst is C(#N)C. The product is [F:26][C:27]1[CH:28]=[N:29][C:30]([N:33]2[CH2:34][CH2:35][N:36]([CH2:12][CH2:13][CH2:14][C:15]3[C:23]4[C:18](=[CH:19][CH:20]=[C:21]([C:24]#[N:25])[CH:22]=4)[NH:17][CH:16]=3)[CH2:37][CH2:38]2)=[N:31][CH:32]=1. The yield is 0.640. (3) The reactants are C([O:5][C:6](=[O:19])/[CH:7]=[CH:8]/[C:9]1[CH:10]=[C:11]2[O:17][C:16](=[O:18])[NH:15][C:12]2=[N:13][CH:14]=1)(C)(C)C.[Cl:20]CCl. The catalyst is FC(F)(F)C(O)=O. The product is [ClH:20].[O:18]=[C:16]1[NH:15][C:12]2=[N:13][CH:14]=[C:9](/[CH:8]=[CH:7]/[C:6]([OH:19])=[O:5])[CH:10]=[C:11]2[O:17]1. The yield is 0.770. (4) The reactants are [CH2:1]([NH:8][CH2:9][CH2:10][NH:11][C:12](=[O:18])[O:13][C:14]([CH3:17])([CH3:16])[CH3:15])[C:2]1[CH:7]=[CH:6][CH:5]=[CH:4][CH:3]=1.I[CH3:20]. The catalyst is C(Cl)(Cl)Cl. The product is [CH2:1]([N:8]([CH2:9][CH2:10][NH:11][C:12](=[O:18])[O:13][C:14]([CH3:15])([CH3:17])[CH3:16])[CH3:20])[C:2]1[CH:7]=[CH:6][CH:5]=[CH:4][CH:3]=1. The yield is 0.500. (5) The reactants are C([O:5][C:6]([C:8]1[C:13]([O:14][CH2:15][C:16]2[CH:21]=[CH:20][CH:19]=[CH:18][CH:17]=2)=[C:12]([OH:22])[N:11]=[C:10]([CH2:23][C:24]2[CH:29]=[CH:28][CH:27]=[CH:26][C:25]=2[C:30]2[CH:35]=[CH:34][CH:33]=[CH:32][C:31]=2[Cl:36])[N:9]=1)=[O:7])(C)(C)C.C(OC1C(C(O)=O)=NC(CC2C=CC=CC=2C2C=CC=CC=2)=NC=1O)C1C=CC=CC=1. No catalyst specified. The product is [CH2:15]([O:14][C:13]1[C:8]([C:6]([OH:7])=[O:5])=[N:9][C:10]([CH2:23][C:24]2[CH:29]=[CH:28][CH:27]=[CH:26][C:25]=2[C:30]2[CH:35]=[CH:34][CH:33]=[CH:32][C:31]=2[Cl:36])=[N:11][C:12]=1[OH:22])[C:16]1[CH:21]=[CH:20][CH:19]=[CH:18][CH:17]=1. The yield is 0.675.